Dataset: Full USPTO retrosynthesis dataset with 1.9M reactions from patents (1976-2016). Task: Predict the reactants needed to synthesize the given product. (1) The reactants are: C([NH:5][S:6]([C:9]1[CH:14]=[CH:13][CH:12]=[C:11]([C:15]2[CH:20]=[CH:19][CH:18]=[C:17]([C:21]3[N:26]=[C:25]([C:27]([F:30])([F:29])[F:28])[CH:24]=[C:23]([C:31]4[CH:36]=[CH:35][C:34]([C:37]([F:40])([F:39])[F:38])=[CH:33][CH:32]=4)[N:22]=3)[N:16]=2)[CH:10]=1)(=[O:8])=[O:7])(C)(C)C.C(O)(C(F)(F)F)=O. Given the product [F:30][C:27]([F:28])([F:29])[C:25]1[CH:24]=[C:23]([C:31]2[CH:32]=[CH:33][C:34]([C:37]([F:40])([F:39])[F:38])=[CH:35][CH:36]=2)[N:22]=[C:21]([C:17]2[N:16]=[C:15]([C:11]3[CH:10]=[C:9]([S:6]([NH2:5])(=[O:8])=[O:7])[CH:14]=[CH:13][CH:12]=3)[CH:20]=[CH:19][CH:18]=2)[N:26]=1, predict the reactants needed to synthesize it. (2) Given the product [ClH:1].[NH2:22][C@@H:12]([CH2:13][CH:14]([S:19][S:20][CH3:21])[CH2:15][N:16]=[N+:17]=[N-:18])[C:11]([OH:30])=[O:10], predict the reactants needed to synthesize it. The reactants are: [Cl:1][Si](C)(C)C.C([O:10][C:11](=[O:30])[C@@H:12]([NH:22]C(OC(C)(C)C)=O)[CH2:13][CH:14]([S:19][S:20][CH3:21])[CH2:15][N:16]=[N+:17]=[N-:18])(C)(C)C. (3) Given the product [F:22][C@H:18]1[CH2:19][CH2:20][N:7]([C:8]2[CH:15]=[CH:14][C:11]([C:12]#[N:13])=[CH:10][CH:9]=2)[CH2:17]1, predict the reactants needed to synthesize it. The reactants are: C([O-])([O-])=O.[K+].[K+].[NH2:7][C:8]1[CH:15]=[CH:14][C:11]([C:12]#[N:13])=[CH:10][CH:9]=1.Br[CH2:17][C@@H:18]([F:22])[CH2:19][CH2:20]Br. (4) Given the product [Br:1][C:2]1[CH:10]=[CH:9][C:5]([C:6]([N:15]2[CH2:20][CH2:19][O:18][CH2:17][CH2:16]2)=[O:8])=[CH:4][C:3]=1[C:11]([F:14])([F:13])[F:12], predict the reactants needed to synthesize it. The reactants are: [Br:1][C:2]1[CH:10]=[CH:9][C:5]([C:6]([OH:8])=O)=[CH:4][C:3]=1[C:11]([F:14])([F:13])[F:12].[NH:15]1[CH2:20][CH2:19][O:18][CH2:17][CH2:16]1.